Dataset: Catalyst prediction with 721,799 reactions and 888 catalyst types from USPTO. Task: Predict which catalyst facilitates the given reaction. (1) Reactant: [CH3:1][N:2]([C-:4]1[CH:8]=[CH:7][CH:6]=[CH:5]1)[CH3:3].[CH-:9]1[CH:13]=[CH:12][CH:11]=[CH:10]1.[Fe+2:14].B(F)(F)F.C[CH2:20][O:21]CC.[Li]CCCC.CN(C=O)C. Product: [CH:20]([C:5]1[C-:4]([N:2]([CH3:3])[CH3:1])[CH:8]=[CH:7][CH:6]=1)=[O:21].[CH-:9]1[CH:13]=[CH:12][CH:11]=[CH:10]1.[Fe+2:14]. The catalyst class is: 1. (2) Reactant: [F:1][C:2]1[CH:7]=[CH:6][C:5]([CH:8]([C:21]2[N:25]([CH3:26])[CH:24]=[N:23][CH:22]=2)[O:9][N:10]2C(=O)C3C(=CC=CC=3)C2=O)=[CH:4][CH:3]=1.CNN. Product: [F:1][C:2]1[CH:3]=[CH:4][C:5]([CH:8]([C:21]2[N:25]([CH3:26])[CH:24]=[N:23][CH:22]=2)[O:9][NH2:10])=[CH:6][CH:7]=1. The catalyst class is: 8. (3) Reactant: C([BH3-])#[N:2].[Na+].[NH2:5][C:6]1[C:38]([Br:39])=[CH:37][C:9]([CH2:10][C@H:11]([C:22]([N:24]2[CH2:29][CH2:28][CH:27]([CH:30]3[CH2:35][CH2:34][N:33]([CH3:36])[CH2:32][CH2:31]3)[CH2:26][CH2:25]2)=[O:23])[NH:12][C:13]([N:15]2[CH2:20][CH2:19][C:18](=O)[CH2:17][CH2:16]2)=[O:14])=[CH:8][C:7]=1[Br:40].C([O-])(=O)C.[NH4+].Cl. Product: [NH2:5][C:6]1[C:38]([Br:39])=[CH:37][C:9]([CH2:10][C@H:11]([C:22]([N:24]2[CH2:29][CH2:28][CH:27]([CH:30]3[CH2:35][CH2:34][N:33]([CH3:36])[CH2:32][CH2:31]3)[CH2:26][CH2:25]2)=[O:23])[NH:12][C:13]([N:15]2[CH2:20][CH2:19][CH:18]([NH2:2])[CH2:17][CH2:16]2)=[O:14])=[CH:8][C:7]=1[Br:40]. The catalyst class is: 5. (4) Reactant: [C:1]([O:5][C:6]([NH:8][CH2:9][C@@H:10]1[CH2:16][CH2:15][C@@H:14]2[CH2:17][N:11]1[C:12](=[O:26])[N:13]2[O:18]CC1C=CC=CC=1)=[O:7])([CH3:4])([CH3:3])[CH3:2].[H][H]. Product: [C:1]([O:5][C:6]([NH:8][CH2:9][C@@H:10]1[CH2:16][CH2:15][C@@H:14]2[CH2:17][N:11]1[C:12](=[O:26])[N:13]2[OH:18])=[O:7])([CH3:4])([CH3:2])[CH3:3]. The catalyst class is: 43. (5) Reactant: [F:1][C:2]1[CH:9]=[CH:8][C:5]([CH:6]=O)=[C:4]([CH3:10])[CH:3]=1.[CH3:11][Si:12]([CH2:15][NH2:16])([CH3:14])[CH3:13]. Product: [F:1][C:2]1[CH:9]=[CH:8][C:5]([CH:6]=[N:16][CH2:15][Si:12]([CH3:14])([CH3:13])[CH3:11])=[C:4]([CH3:10])[CH:3]=1. The catalyst class is: 11. (6) Reactant: CS(O[CH2:6]/[CH:7]=[CH:8]\[CH2:9]OS(C)(=O)=O)(=O)=O.[Br:15][C:16]1[CH:17]=[C:18]([CH:20]=[CH:21][CH:22]=1)[NH2:19].C(=O)([O-])[O-].[K+].[K+]. Product: [Br:15][C:16]1[CH:17]=[C:18]([N:19]2[CH2:9][CH:8]=[CH:7][CH2:6]2)[CH:20]=[CH:21][CH:22]=1. The catalyst class is: 9.